From a dataset of HIV replication inhibition screening data with 41,000+ compounds from the AIDS Antiviral Screen. Binary Classification. Given a drug SMILES string, predict its activity (active/inactive) in a high-throughput screening assay against a specified biological target. (1) The compound is COc1nc(N)c(NC2OC(CO)C(O)C(O)C2O)c(=O)n1C. The result is 0 (inactive). (2) The compound is COc1ccc(OC(C(=O)O)c2ccccc2)c2c1CCCC2=O. The result is 0 (inactive). (3) The molecule is O=C(C=C1Nc2ccc([N+](=O)[O-])cc2NC1=CC(=O)c1ccccc1)c1ccccc1. The result is 0 (inactive). (4) The drug is COc1ccc(NC2Oc3cc4c(cc3C(c3cc(OC)c(O)c(OC)c3)C2C)OCO4)cc1. The result is 0 (inactive). (5) The compound is N#Cc1[nH]c(=O)n(-c2cccc3ccccc23)c1N. The result is 0 (inactive). (6) The drug is N#Cc1ccc2oc3ccc(C#N)cc3c(=O)c2c1. The result is 0 (inactive). (7) The drug is [BrH+][Co-4]12([BrH+])([S+]=C(Nc3ccccc3)Nc3cccc[n+]31)[S+]=C(Nc1ccccc1)Nc1cccc[n+]12. The result is 0 (inactive).